Predict which catalyst facilitates the given reaction. From a dataset of Catalyst prediction with 721,799 reactions and 888 catalyst types from USPTO. (1) Reactant: [O:1]1[C:5]2[CH:6]=[CH:7][C:8]([C:10]3([CH2:18][S:19][C@H:20]4[C:23](=[O:24])[N:22]([C:25]5[CH:30]=[CH:29][C:28]([F:31])=[CH:27][CH:26]=5)[C@@H:21]4[C:32]4[CH:46]=[CH:45][C:35]([O:36][CH2:37][C:38]([O:40]C(C)(C)C)=[O:39])=[CH:34][CH:33]=4)OCC(C)(C)C[O:11]3)=[CH:9][C:4]=2[O:3][CH2:2]1. Product: [O:1]1[C:5]2[CH:6]=[CH:7][C:8]([C:10](=[O:11])[CH2:18][S:19][C@H:20]3[C:23](=[O:24])[N:22]([C:25]4[CH:26]=[CH:27][C:28]([F:31])=[CH:29][CH:30]=4)[C@@H:21]3[C:32]3[CH:33]=[CH:34][C:35]([O:36][CH2:37][C:38]([OH:40])=[O:39])=[CH:45][CH:46]=3)=[CH:9][C:4]=2[O:3][CH2:2]1. The catalyst class is: 106. (2) Reactant: [Br:1][C:2]1[CH:3]=[CH:4][C:5]([NH:8][C:9]([O:11][C:12]([CH3:15])([CH3:14])[CH3:13])=[O:10])=[N:6][CH:7]=1.[H-].[Na+].I[CH3:19]. Product: [Br:1][C:2]1[CH:3]=[CH:4][C:5]([N:8]([C:9]([O:11][C:12]([CH3:15])([CH3:14])[CH3:13])=[O:10])[CH3:19])=[N:6][CH:7]=1. The catalyst class is: 3.